From a dataset of Forward reaction prediction with 1.9M reactions from USPTO patents (1976-2016). Predict the product of the given reaction. (1) Given the reactants [N+:1]([C:4]1[CH:10]=[C:9]([C:11]2[CH:20]=[CH:19][C:18]3[C:13](=CC=CC=3)[CH:12]=2)[CH:8]=[CH:7][C:5]=1[NH2:6])([O-])=O.[BH4-].[Na+], predict the reaction product. The product is: [C:11]1([C:9]2[CH:8]=[CH:7][C:5]([NH2:6])=[C:4]([NH2:1])[CH:10]=2)[CH:12]=[CH:13][CH:18]=[CH:19][CH:20]=1. (2) Given the reactants Cl[C:2]1[CH:3]=[C:4]2[CH2:25][C:9]3([CH2:24][C:11]4([CH2:16][CH2:15][N:14]([C:17]([O:19][C:20]([CH3:23])([CH3:22])[CH3:21])=[O:18])[CH2:13][CH2:12]4)[CH2:10]3)[O:8][C:5]2=[CH:6][N:7]=1.[CH3:26][S:27]([N:30]1[CH2:35][CH:34]=[C:33](B2OC(C)(C)C(C)(C)O2)[CH2:32][CH2:31]1)(=[O:29])=[O:28].C([O-])([O-])=O.[Na+].[Na+], predict the reaction product. The product is: [CH3:26][S:27]([N:30]1[CH2:31][CH:32]=[C:33]([C:2]2[CH:3]=[C:4]3[CH2:25][C:9]4([CH2:24][C:11]5([CH2:16][CH2:15][N:14]([C:17]([O:19][C:20]([CH3:22])([CH3:21])[CH3:23])=[O:18])[CH2:13][CH2:12]5)[CH2:10]4)[O:8][C:5]3=[CH:6][N:7]=2)[CH2:34][CH2:35]1)(=[O:29])=[O:28]. (3) Given the reactants [F:1][C:2]([F:13])([F:12])[C:3]1[CH:4]=[C:5](B(O)O)[CH:6]=[CH:7][CH:8]=1.Cl[C:15]1[N:20]=[C:19]([NH2:21])[N:18]=[C:17]([NH:22][CH:23]2[CH2:26][CH2:25][CH2:24]2)[CH:16]=1, predict the reaction product. The product is: [CH:23]1([NH:22][C:17]2[CH:16]=[C:15]([C:5]3[CH:6]=[CH:7][CH:8]=[C:3]([C:2]([F:13])([F:12])[F:1])[CH:4]=3)[N:20]=[C:19]([NH2:21])[N:18]=2)[CH2:26][CH2:25][CH2:24]1. (4) Given the reactants [CH:1]([C:4]1[CH:9]=[CH:8][CH:7]=[CH:6][C:5]=1[N:10]=[C:11]1[N:16]=[CH:15][C:14]([CH3:18])([CH3:17])[CH2:13][S:12]1)([CH3:3])[CH3:2].[H-].[Na+].[CH2:21](I)[CH3:22].O, predict the reaction product. The product is: [CH2:21]([N:16]1[CH2:15][C:14]([CH3:18])([CH3:17])[CH2:13][S:12][C:11]1=[N:10][C:5]1[CH:6]=[CH:7][CH:8]=[CH:9][C:4]=1[CH:1]([CH3:3])[CH3:2])[CH3:22].